This data is from Forward reaction prediction with 1.9M reactions from USPTO patents (1976-2016). The task is: Predict the product of the given reaction. (1) Given the reactants Br[C:2]1[CH:7]=[CH:6][C:5]([N:8]([CH2:11][CH3:12])[CH2:9][CH3:10])=[C:4]([CH3:13])[CH:3]=1.C([Li])CCC.[B:19](OC(C)C)([O:24]C(C)C)[O:20]C(C)C, predict the reaction product. The product is: [CH2:9]([N:8]([CH2:11][CH3:12])[C:5]1[CH:6]=[CH:7][C:2]([B:19]([OH:24])[OH:20])=[CH:3][C:4]=1[CH3:13])[CH3:10]. (2) Given the reactants Br.[Cl:2][C:3]1[C:4]([O:24]C)=[N:5][C:6](/[C:9](/[C:16]2[CH:21]=[CH:20][C:19]([S:22][CH3:23])=[CH:18][CH:17]=2)=[CH:10]/[CH:11]2[CH2:15][CH2:14][CH2:13][CH2:12]2)=[CH:7][CH:8]=1.O, predict the reaction product. The product is: [Cl:2][C:3]1[C:4](=[O:24])[NH:5][C:6](/[C:9](/[C:16]2[CH:21]=[CH:20][C:19]([S:22][CH3:23])=[CH:18][CH:17]=2)=[CH:10]/[CH:11]2[CH2:15][CH2:14][CH2:13][CH2:12]2)=[CH:7][CH:8]=1. (3) The product is: [NH2:1][C:2]1[N:7]([CH2:8][CH2:9][O:10][CH3:11])[C:6](=[S:12])[NH:5][C:4](=[O:13])[C:3]=1[N:14]=[O:15]. Given the reactants [NH2:1][C:2]1[N:7]([CH2:8][CH2:9][O:10][CH3:11])[C:6](=[S:12])[NH:5][C:4](=[O:13])[CH:3]=1.[N:14]([O-])=[O:15].[Na+].O, predict the reaction product. (4) Given the reactants C(N(CC)CC)C.[F:8][C:9]([F:41])([C:19]([F:40])([F:39])[C:20]([F:38])([F:37])[C:21]([F:36])([F:35])[C:22]([F:34])([F:33])[C:23]([F:32])([F:31])[C:24]([F:30])([F:29])[C:25]([F:28])([F:27])[F:26])[CH2:10][CH2:11][O:12][C:13](=[O:18])[CH:14]([Cl:17])[CH2:15][OH:16].[C:42](Cl)(=[O:45])[CH:43]=[CH2:44].C([O-])(O)=O.[Na+], predict the reaction product. The product is: [C:42]([O:16][CH2:15][CH:14]([Cl:17])[C:13]([O:12][CH2:11][CH2:10][C:9]([F:41])([F:8])[C:19]([F:39])([F:40])[C:20]([F:37])([F:38])[C:21]([F:36])([F:35])[C:22]([F:33])([F:34])[C:23]([F:31])([F:32])[C:24]([F:29])([F:30])[C:25]([F:27])([F:28])[F:26])=[O:18])(=[O:45])[CH:43]=[CH2:44].